From a dataset of NCI-60 drug combinations with 297,098 pairs across 59 cell lines. Regression. Given two drug SMILES strings and cell line genomic features, predict the synergy score measuring deviation from expected non-interaction effect. Drug 1: CN(C)N=NC1=C(NC=N1)C(=O)N. Drug 2: CN(CCCl)CCCl.Cl. Cell line: SK-MEL-5. Synergy scores: CSS=3.90, Synergy_ZIP=-3.08, Synergy_Bliss=0.613, Synergy_Loewe=-4.88, Synergy_HSA=-3.17.